From a dataset of Forward reaction prediction with 1.9M reactions from USPTO patents (1976-2016). Predict the product of the given reaction. (1) The product is: [O:4]=[S:5]1(=[O:25])[C:10]2[CH:11]=[CH:12][CH:13]=[CH:14][C:9]=2[CH:8]([C:15]2[CH:24]=[CH:23][C:18]([C:19]([OH:21])=[O:20])=[CH:17][CH:16]=2)[CH2:7][CH2:6]1. Given the reactants O.[OH-].[Li+].[O:4]=[S:5]1(=[O:25])[C:10]2[CH:11]=[CH:12][CH:13]=[CH:14][C:9]=2[CH:8]([C:15]2[CH:24]=[CH:23][C:18]([C:19]([O:21]C)=[O:20])=[CH:17][CH:16]=2)[CH2:7][CH2:6]1, predict the reaction product. (2) The product is: [CH:42]1([CH2:48][CH2:49][O:50][C:2]2[N:3]=[C:4]([NH2:41])[C:5]3[N:6]=[CH:7][N:8]([C:39]=3[N:40]=2)[C@@H:9]2[O:38][C@H:28]([CH2:29][O:30][Si:31]([C:34]([CH3:37])([CH3:36])[CH3:35])([CH3:33])[CH3:32])[C@@H:19]([O:20][Si:21]([C:24]([CH3:27])([CH3:26])[CH3:25])([CH3:23])[CH3:22])[C@H:10]2[O:11][Si:12]([C:15]([CH3:18])([CH3:17])[CH3:16])([CH3:14])[CH3:13])[CH2:47][CH2:46][CH2:45][CH2:44][CH2:43]1. Given the reactants Cl[C:2]1[N:3]=[C:4]([NH2:41])[C:5]2[N:6]=[CH:7][N:8]([C:39]=2[N:40]=1)[C@@H:9]1[O:38][C@H:28]([CH2:29][O:30][Si:31]([C:34]([CH3:37])([CH3:36])[CH3:35])([CH3:33])[CH3:32])[C@@H:19]([O:20][Si:21]([C:24]([CH3:27])([CH3:26])[CH3:25])([CH3:23])[CH3:22])[C@H:10]1[O:11][Si:12]([C:15]([CH3:18])([CH3:17])[CH3:16])([CH3:14])[CH3:13].[CH:42]1([CH2:48][CH2:49][OH:50])[CH2:47][CH2:46][CH2:45][CH2:44][CH2:43]1, predict the reaction product. (3) The product is: [Cl:1][C:2]1[CH:10]=[CH:9][C:8]([C:11]2[N:12]([C:22]([O:24][C:25]([CH3:27])([CH3:26])[CH3:28])=[O:23])[C:13]3[C:18]([CH:19]=2)=[CH:17][C:16]([CH2:20][NH:30][CH2:31][CH:32]([OH:33])[C:34]2[CH:39]=[CH:38][CH:37]=[CH:36][CH:35]=2)=[CH:15][CH:14]=3)=[C:7]2[C:3]=1[CH2:4][NH:5][C:6]2=[O:29]. Given the reactants [Cl:1][C:2]1[CH:10]=[CH:9][C:8]([C:11]2[N:12]([C:22]([O:24][C:25]([CH3:28])([CH3:27])[CH3:26])=[O:23])[C:13]3[C:18]([CH:19]=2)=[CH:17][C:16]([CH:20]=O)=[CH:15][CH:14]=3)=[C:7]2[C:3]=1[CH2:4][NH:5][C:6]2=[O:29].[NH2:30][CH2:31][CH:32]([C:34]1[CH:39]=[CH:38][CH:37]=[CH:36][CH:35]=1)[OH:33].C(O[BH-](OC(=O)C)OC(=O)C)(=O)C.[Na+], predict the reaction product. (4) Given the reactants [Cl:1][C:2]1[CH:10]=[C:9]2[C:5]([C:6]([OH:11])=[N:7][NH:8]2)=[CH:4][CH:3]=1.[N:12]([CH2:15][CH2:16][CH2:17][CH2:18][CH2:19][CH3:20])=[C:13]=[O:14], predict the reaction product. The product is: [CH2:15]([NH:12][C:13]([N:8]1[C:9]2[C:5](=[CH:4][CH:3]=[C:2]([Cl:1])[CH:10]=2)[C:6]([OH:11])=[N:7]1)=[O:14])[CH2:16][CH2:17][CH2:18][CH2:19][CH3:20].